From a dataset of Reaction yield outcomes from USPTO patents with 853,638 reactions. Predict the reaction yield, written as a fraction of the theoretical maximum amount of product (1.0 means a 100% yield; for example, 0.34 means a 34% yield). (1) The reactants are [NH2:1][C:2]1[C:3]2[C:11]([CH3:12])=[C:10]([CH3:13])[S:9][C:4]=2[NH:5][C:6](=[S:8])[N:7]=1.CCN(CC)CC.Cl[C:22]([O:24][CH2:25][CH3:26])=[O:23]. The catalyst is CN(C=O)C.CCOC(C)=O. The product is [CH3:12][C:11]1[C:3]2[C:2]([NH:1][C:22](=[O:23])[O:24][CH2:25][CH3:26])=[N:7][C:6](=[S:8])[NH:5][C:4]=2[S:9][C:10]=1[CH3:13]. The yield is 0.540. (2) The reactants are [H-].[Na+].[NH2:3][C:4]1[C:5]2[C:12]([C:13]([C:15]3[CH:20]=[CH:19][CH:18]=[C:17]([NH2:21])[CH:16]=3)=[O:14])=[CH:11][N:10]([CH:22]3[CH2:26][CH2:25][CH2:24][CH2:23]3)[C:6]=2[N:7]=[CH:8][N:9]=1.Cl[C:28]([O:30][C:31]1[CH:36]=[CH:35][CH:34]=[CH:33][CH:32]=1)=[O:29]. The catalyst is C1COCC1. The product is [C:31]1([O:30][C:28](=[O:29])[NH:21][C:17]2[CH:18]=[CH:19][CH:20]=[C:15]([C:13]([C:12]3[C:5]4[C:4]([NH2:3])=[N:9][CH:8]=[N:7][C:6]=4[N:10]([CH:22]4[CH2:23][CH2:24][CH2:25][CH2:26]4)[CH:11]=3)=[O:14])[CH:16]=2)[CH:36]=[CH:35][CH:34]=[CH:33][CH:32]=1. The yield is 0.870. (3) The reactants are [CH:1]([C@@H:4]1[C:9](=[O:10])[N:8]([C:11]2[CH:16]=[C:15]([S:17]([CH3:20])(=[O:19])=[O:18])[C:14]([C:21]([O:23][CH3:24])=[O:22])=[CH:13][C:12]=2[N+:25]([O-])=O)[CH2:7][CH2:6][N:5]1[C:28]([O:30][C:31]([CH3:34])([CH3:33])[CH3:32])=[O:29])([CH3:3])[CH3:2]. The catalyst is C1COCC1.CO.[Ni]. The product is [NH2:25][C:12]1[CH:13]=[C:14]([C:21]([O:23][CH3:24])=[O:22])[C:15]([S:17]([CH3:20])(=[O:18])=[O:19])=[CH:16][C:11]=1[N:8]1[CH2:7][CH2:6][N:5]([C:28]([O:30][C:31]([CH3:32])([CH3:33])[CH3:34])=[O:29])[C@H:4]([CH:1]([CH3:2])[CH3:3])[C:9]1=[O:10]. The yield is 1.00. (4) The reactants are [Br:1][C:2]1[CH:3]=[C:4]([N+:12]([O-:14])=[O:13])[C:5]2[N:9]=[C:8]([CH3:10])[NH:7][C:6]=2[CH:11]=1.Br[CH2:16][C:17]1[C:26]2[C:21](=[CH:22][CH:23]=[CH:24][CH:25]=2)[CH:20]=[CH:19][CH:18]=1.C([O-])([O-])=O.[K+].[K+]. The catalyst is CN(C=O)C. The product is [Br:1][C:2]1[CH:3]=[C:4]([N+:12]([O-:14])=[O:13])[C:5]2[N:9]=[C:8]([CH3:10])[N:7]([CH2:16][C:17]3[C:26]4[C:21](=[CH:22][CH:23]=[CH:24][CH:25]=4)[CH:20]=[CH:19][CH:18]=3)[C:6]=2[CH:11]=1. The yield is 1.00. (5) The reactants are [CH2:1]([O:8][CH2:9][CH2:10][CH2:11][CH2:12][C:13]([NH:15][NH2:16])=[O:14])[C:2]1[CH:7]=[CH:6][CH:5]=[CH:4][CH:3]=1.Cl[C:18](=[O:24])[C:19]([O:21][CH2:22][CH3:23])=[O:20]. The catalyst is C(Cl)Cl. The product is [CH2:1]([O:8][CH2:9][CH2:10][CH2:11][CH2:12][C:13]([NH:15][NH:16][C:18](=[O:24])[C:19]([O:21][CH2:22][CH3:23])=[O:20])=[O:14])[C:2]1[CH:7]=[CH:6][CH:5]=[CH:4][CH:3]=1. The yield is 1.00.